Dataset: Reaction yield outcomes from USPTO patents with 853,638 reactions. Task: Predict the reaction yield, written as a fraction of the theoretical maximum amount of product (1.0 means a 100% yield; for example, 0.34 means a 34% yield). (1) The reactants are [Cl:1][C:2]1[CH:3]=[C:4]([CH:9]2[CH2:14][CH:13]([C:15]([O:17]C)=[O:16])[CH2:12][CH2:11][N:10]2[C:19]([O:21][CH3:22])=[O:20])[CH:5]=[C:6]([Cl:8])[CH:7]=1.[Br-].[Li+].C(N(CC)CC)C. The catalyst is C(#N)C.O.CC(OC)(C)C. The product is [Cl:1][C:2]1[CH:3]=[C:4]([CH:9]2[CH2:14][CH:13]([C:15]([OH:17])=[O:16])[CH2:12][CH2:11][N:10]2[C:19]([O:21][CH3:22])=[O:20])[CH:5]=[C:6]([Cl:8])[CH:7]=1. The yield is 0.900. (2) The reactants are [F:1][C:2]1[CH:27]=[CH:26][C:25]([F:28])=[CH:24][C:3]=1[CH2:4][N:5]1[CH2:10][CH2:9][NH:8][C:7]2[N:11]=[CH:12][C:13]([C:15]3[CH:23]=[CH:22][C:18]([C:19]([OH:21])=O)=[CH:17][CH:16]=3)=[CH:14][C:6]1=2.[NH:29]1[CH2:34][CH2:33][O:32][CH2:31][CH2:30]1. No catalyst specified. The product is [F:1][C:2]1[CH:27]=[CH:26][C:25]([F:28])=[CH:24][C:3]=1[CH2:4][N:5]1[CH2:10][CH2:9][NH:8][C:7]2[N:11]=[CH:12][C:13]([C:15]3[CH:16]=[CH:17][C:18]([C:19]([N:29]4[CH2:34][CH2:33][O:32][CH2:31][CH2:30]4)=[O:21])=[CH:22][CH:23]=3)=[CH:14][C:6]1=2. The yield is 0.590. (3) The reactants are [F:1][C:2]1([F:33])[CH2:7][CH2:6][CH:5]([NH:8][C:9]2[C:14]3[C:15]([C:27]4[CH:32]=[CH:31][N:30]=[CH:29][N:28]=4)=[N:16][N:17](CC4C=CC(OC)=CC=4)[C:13]=3[CH:12]=[CH:11][N:10]=2)[CH2:4][CH2:3]1.ClC1N=CN=C(C2C3C(NC4CCC(F)(F)CC4)=NC=CC=3N(CC3C=CC(OC)=CC=3)N=2)C=1. The catalyst is CO.[Pd]. The product is [F:33][C:2]1([F:1])[CH2:7][CH2:6][CH:5]([NH:8][C:9]2[C:14]3[C:15]([C:27]4[CH:32]=[CH:31][N:30]=[CH:29][N:28]=4)=[N:16][NH:17][C:13]=3[CH:12]=[CH:11][N:10]=2)[CH2:4][CH2:3]1. The yield is 0.880. (4) The reactants are C(OC([C:6]1[N:7]=C[O:9][C:10]=1[CH2:11][C:12]1[CH:17]=[CH:16][C:15]([Cl:18])=[C:14]([F:19])[CH:13]=1)=O)C.Cl. No catalyst specified. The product is [ClH:18].[NH2:7][CH2:6][C:10](=[O:9])[CH2:11][C:12]1[CH:17]=[CH:16][C:15]([Cl:18])=[C:14]([F:19])[CH:13]=1. The yield is 0.810. (5) The reactants are F[C:2](F)(F)[C:3](O)=[O:4].FC(F)(F)C(O)=O.[NH2:15][CH2:16][C:17]1[C:22]([CH:23]2[N:28]3[C:29](=[O:42])[NH:30][C:31]4=[CH:32][CH:33]=[C:34]([C:35]5[C:36]([CH3:41])=[N:37][O:38][C:39]=5[CH3:40])[C:26](=[C:27]34)[O:25][CH2:24]2)=[CH:21][CH:20]=[CH:19][N:18]=1.C(N(CC)C(C)C)(C)C.C(Cl)(=O)C. The catalyst is C(Cl)Cl. The product is [CH3:41][C:36]1[C:35]([C:34]2[C:26]3[O:25][CH2:24][CH:23]([C:22]4[C:17]([CH2:16][NH:15][C:3](=[O:4])[CH3:2])=[N:18][CH:19]=[CH:20][CH:21]=4)[N:28]4[C:29](=[O:42])[NH:30][C:31]([C:27]=34)=[CH:32][CH:33]=2)=[C:39]([CH3:40])[O:38][N:37]=1. The yield is 0.740. (6) The reactants are [Cl:1][C:2]1[CH:3]=[C:4]2[C:10]([I:11])=[CH:9][NH:8][C:5]2=[N:6][CH:7]=1.[H-].[Na+].[CH:14]([Si:17](Cl)([CH:21]([CH3:23])[CH3:22])[CH:18]([CH3:20])[CH3:19])([CH3:16])[CH3:15]. The catalyst is CN1CCCC1=O. The product is [Cl:1][C:2]1[CH:3]=[C:4]2[C:10]([I:11])=[CH:9][N:8]([Si:17]([CH:21]([CH3:23])[CH3:22])([CH:18]([CH3:20])[CH3:19])[CH:14]([CH3:16])[CH3:15])[C:5]2=[N:6][CH:7]=1. The yield is 0.880. (7) The catalyst is O1CCOCC1.O. The reactants are Cl.[NH2:2][C@H:3]([C:7]1([CH3:10])[CH2:9][CH2:8]1)[C:4]([OH:6])=[O:5].[OH-].[Na+].[C:13](O[C:13]([O:15][C:16]([CH3:19])([CH3:18])[CH3:17])=[O:14])([O:15][C:16]([CH3:19])([CH3:18])[CH3:17])=[O:14].Cl. The product is [C:16]([O:15][C:13]([NH:2][C@H:3]([C:7]1([CH3:10])[CH2:9][CH2:8]1)[C:4]([OH:6])=[O:5])=[O:14])([CH3:19])([CH3:18])[CH3:17]. The yield is 0.460.